Dataset: Catalyst prediction with 721,799 reactions and 888 catalyst types from USPTO. Task: Predict which catalyst facilitates the given reaction. (1) Reactant: [O:1]=[C:2]1[N:10]([CH2:11][CH2:12][CH3:13])[C:9]([C:14]#[N:15])=[N:8][C:7]2[N:6]=[C:5]([C:16]3[CH:17]=[N:18][N:19]([CH2:21][C:22]4[CH:27]=[CH:26][CH:25]=[C:24]([C:28]([F:31])([F:30])[F:29])[CH:23]=4)[CH:20]=3)[NH:4][C:3]1=2.C([O-])([O-])=O.[K+].[K+].[Na+].[I-].Cl[CH2:41][O:42][P:43](=[O:54])([O:49][C:50]([CH3:53])([CH3:52])[CH3:51])[O:44][C:45]([CH3:48])([CH3:47])[CH3:46]. Product: [C:14]([C:9]1[N:10]([CH2:11][CH2:12][CH3:13])[C:2](=[O:1])[C:3]2[N:4]([CH2:41][O:42][P:43](=[O:54])([O:49][C:50]([CH3:53])([CH3:52])[CH3:51])[O:44][C:45]([CH3:48])([CH3:46])[CH3:47])[C:5]([C:16]3[CH:17]=[N:18][N:19]([CH2:21][C:22]4[CH:27]=[CH:26][CH:25]=[C:24]([C:28]([F:31])([F:30])[F:29])[CH:23]=4)[CH:20]=3)=[N:6][C:7]=2[N:8]=1)#[N:15]. The catalyst class is: 21. (2) Reactant: [Cl:1][C:2]1=[N:3][C:4]2[CH:16]=[C:15]([C:17](Cl)=[O:18])[CH:14]=[CH:13][C:5]=2[S:6][C:7]2[CH:12]=[CH:11][CH:10]=[CH:9][C:8]1=2.C(N(CC)CC)C.[F:27][C:28]1([F:35])[CH2:33][CH2:32][CH:31]([NH2:34])[CH2:30][CH2:29]1. Product: [Cl:1][C:2]1=[N:3][C:4]2[CH:16]=[C:15]([C:17]([NH:34][CH:31]3[CH2:32][CH2:33][C:28]([F:35])([F:27])[CH2:29][CH2:30]3)=[O:18])[CH:14]=[CH:13][C:5]=2[S:6][C:7]2[CH:12]=[CH:11][CH:10]=[CH:9][C:8]1=2. The catalyst class is: 4. (3) Reactant: [O:1]1[C:6]2[CH:7]=[CH:8][C:9]([CH2:11][NH:12][CH:13]3[CH2:18][CH2:17][N:16]([CH2:19][CH2:20][N:21]4[C:30]5[C:25](=[CH:26][CH:27]=[C:28]([Br:31])[CH:29]=5)[N:24]=[CH:23][C:22]4=[O:32])[CH2:15][CH2:14]3)=[CH:10][C:5]=2[O:4][CH2:3][CH2:2]1.[ClH:33].C(OCC)(=O)C. Product: [ClH:33].[O:1]1[C:6]2[CH:7]=[CH:8][C:9]([CH2:11][NH:12][CH:13]3[CH2:14][CH2:15][N:16]([CH2:19][CH2:20][N:21]4[C:30]5[C:25](=[CH:26][CH:27]=[C:28]([Br:31])[CH:29]=5)[N:24]=[CH:23][C:22]4=[O:32])[CH2:17][CH2:18]3)=[CH:10][C:5]=2[O:4][CH2:3][CH2:2]1. The catalyst class is: 13. (4) Reactant: [NH:1]1[C:5]2=[N:6][CH:7]=[CH:8][CH:9]=[C:4]2[CH2:3][C:2]1=[O:10].[Cl:11][C:12]1[C:13]([F:20])=[C:14]([CH:17]=[CH:18][CH:19]=1)[CH:15]=O.N1CCCCC1. Product: [Cl:11][C:12]1[C:13]([F:20])=[C:14]([CH:17]=[CH:18][CH:19]=1)/[CH:15]=[C:3]1\[C:2](=[O:10])[NH:1][C:5]2[C:4]\1=[CH:9][CH:8]=[CH:7][N:6]=2. The catalyst class is: 5.